This data is from Full USPTO retrosynthesis dataset with 1.9M reactions from patents (1976-2016). The task is: Predict the reactants needed to synthesize the given product. (1) Given the product [Cl:1][C:2]1[CH:3]=[CH:4][C:5]([C:9]2[NH:13][N:12]=[N:11][N:10]=2)=[C:6]([NH:7][C:19](=[O:20])[C:18]2[CH:22]=[CH:23][CH:24]=[C:16]([O:15][CH3:14])[CH:17]=2)[CH:8]=1, predict the reactants needed to synthesize it. The reactants are: [Cl:1][C:2]1[CH:3]=[CH:4][C:5]([C:9]2[NH:13][N:12]=[N:11][N:10]=2)=[C:6]([CH:8]=1)[NH2:7].[CH3:14][O:15][C:16]1[CH:17]=[C:18]([CH:22]=[CH:23][CH:24]=1)[C:19](Cl)=[O:20]. (2) Given the product [CH2:17]([O:19][C:20]([N:15]1[CH2:14][CH2:13][C:10]2[NH:11][C:12]3[C:4]([N+:1]([O-:3])=[O:2])=[CH:5][CH:6]=[CH:7][C:8]=3[C:9]=2[CH2:16]1)=[O:21])[CH3:18], predict the reactants needed to synthesize it. The reactants are: [N+:1]([C:4]1[C:12]2[NH:11][C:10]3[CH2:13][CH2:14][NH:15][CH2:16][C:9]=3[C:8]=2[CH:7]=[CH:6][CH:5]=1)([O-:3])=[O:2].[CH2:17]([O:19][C:20](Cl)=[O:21])[CH3:18]. (3) Given the product [CH2:13]([N:15]1[C:6]2[CH:7]=[C:2]([C:39]3[CH:44]=[CH:43][N:42]=[C:41]([NH2:45])[N:40]=3)[C:3]([F:12])=[CH:4][C:5]=2[N:9]=[C:35]1[CH:24]1[C:25]2[C:30](=[CH:29][C:28]([O:33][CH3:34])=[CH:27][CH:26]=2)[CH2:31][CH2:32][NH:23]1)[CH3:14], predict the reactants needed to synthesize it. The reactants are: Br[C:2]1[CH:7]=[C:6](F)[C:5]([N+:9]([O-])=O)=[CH:4][C:3]=1[F:12].[CH2:13]([NH2:15])[CH3:14].C([N:23]1[CH2:32][CH2:31][C:30]2[C:25](=[CH:26][CH:27]=[C:28]([O:33][CH3:34])[CH:29]=2)[CH:24]1[C:35](O)=O)(OC(C)(C)C)=O.Cl[C:39]1[CH:44]=[CH:43][N:42]=[C:41]([NH2:45])[N:40]=1. (4) Given the product [O:1]=[C:2]1[C:7]2[CH:8]=[CH:9][CH:10]=[CH:11][C:6]=2[S:5][C:4]([C:12]2[N:17]=[C:16]([CH2:18][CH2:19][C:20]([NH:22][CH2:23][C:24]([OH:26])=[O:25])=[O:21])[CH:15]=[CH:14][CH:13]=2)=[N:3]1, predict the reactants needed to synthesize it. The reactants are: [O:1]=[C:2]1[C:7]2[CH:8]=[CH:9][CH:10]=[CH:11][C:6]=2[S:5][C:4]([C:12]2[N:17]=[C:16]([CH2:18][CH2:19][C:20]([NH:22][CH2:23][C:24]([O:26]C(C)(C)C)=[O:25])=[O:21])[CH:15]=[CH:14][CH:13]=2)=[N:3]1.C(OC(C)C)(C)C. (5) Given the product [OH:22][C:8]1[C:9]([C:13]([N:15]2[CH2:20][CH2:19][N:18]([CH3:21])[CH2:17][CH2:16]2)=[O:14])=[CH:10][CH:11]=[CH:12][C:7]=1[NH:6][C:5]1[C:4](=[O:23])[C:3](=[O:24])[C:2]=1[NH:28][C:27]1[CH:29]=[CH:30][CH:31]=[CH:32][C:26]=1[Cl:25], predict the reactants needed to synthesize it. The reactants are: Cl[C:2]1[C:3](=[O:24])[C:4](=[O:23])[C:5]=1[NH:6][C:7]1[CH:12]=[CH:11][CH:10]=[C:9]([C:13]([N:15]2[CH2:20][CH2:19][N:18]([CH3:21])[CH2:17][CH2:16]2)=[O:14])[C:8]=1[OH:22].[Cl:25][C:26]1[CH:32]=[CH:31][CH:30]=[CH:29][C:27]=1[NH2:28].